This data is from Cav3 T-type calcium channel HTS with 100,875 compounds. The task is: Binary Classification. Given a drug SMILES string, predict its activity (active/inactive) in a high-throughput screening assay against a specified biological target. (1) The compound is S(=O)(=O)(N1CC(CCC1)C(=O)NCC1OCCC1)CC. The result is 0 (inactive). (2) The result is 0 (inactive). The molecule is s1c(n2nc(cc2NC(=O)CN2CC(CCC2)C)C)nc2c1cccc2. (3) The compound is o1nc(c2n(c3c(n2)cccc3)Cc2ccccc2)c(NC(=O)C)n1. The result is 0 (inactive).